Task: Predict which catalyst facilitates the given reaction.. Dataset: Catalyst prediction with 721,799 reactions and 888 catalyst types from USPTO (1) Reactant: [Br:1][CH2:2][CH:3]([O:23][CH3:24])[O:4][CH2:5][CH2:6][CH2:7][CH2:8][CH2:9][CH2:10][CH2:11][CH2:12]/[CH:13]=[CH:14]\[CH2:15]/[CH:16]=[CH:17]\[CH2:18][CH2:19][CH2:20][CH2:21][CH3:22].N1[C:30]([CH3:31])=[CH:29][C:28](C)=[CH:27][C:26]=1[CH3:33].[Si](OS(C(F)(F)F)(=O)=O)(C)(C)C.C(O)CCCCCCC. Product: [Br:1][CH2:2][CH:3]([O:23][CH2:24][CH2:33][CH2:26][CH2:27][CH2:28][CH2:29][CH2:30][CH3:31])[O:4][CH2:5][CH2:6][CH2:7][CH2:8][CH2:9][CH2:10][CH2:11][CH2:12]/[CH:13]=[CH:14]\[CH2:15]/[CH:16]=[CH:17]\[CH2:18][CH2:19][CH2:20][CH2:21][CH3:22]. The catalyst class is: 4. (2) Reactant: [CH3:1][O:2][CH2:3]Cl.C(N(C(C)C)CC)(C)C.[OH:14][C:15]1[CH:20]=[CH:19][C:18]([C:21]2[CH:26]=[CH:25][C:24]([C:27]#[N:28])=[CH:23][CH:22]=2)=[CH:17][CH:16]=1.O. Product: [CH3:1][O:2][CH2:3][O:14][C:15]1[CH:16]=[CH:17][C:18]([C:21]2[CH:26]=[CH:25][C:24]([C:27]#[N:28])=[CH:23][CH:22]=2)=[CH:19][CH:20]=1. The catalyst class is: 2. (3) Product: [C:1]([O:5][C:6]([NH:8][C@@H:9]([C:12]([N:14]([O:16][CH3:17])[CH3:15])=[O:13])[CH2:10][O:11][Si:27]([C:23]([CH3:26])([CH3:25])[CH3:24])([C:34]1[CH:35]=[CH:36][CH:37]=[CH:38][CH:39]=1)[C:28]1[CH:33]=[CH:32][CH:31]=[CH:30][CH:29]=1)=[O:7])([CH3:4])([CH3:3])[CH3:2]. The catalyst class is: 31. Reactant: [C:1]([O:5][C:6]([NH:8][C@@H:9]([C:12]([N:14]([O:16][CH3:17])[CH3:15])=[O:13])[CH2:10][OH:11])=[O:7])([CH3:4])([CH3:3])[CH3:2].N1C=CN=C1.[C:23]([Si:27](Cl)([C:34]1[CH:39]=[CH:38][CH:37]=[CH:36][CH:35]=1)[C:28]1[CH:33]=[CH:32][CH:31]=[CH:30][CH:29]=1)([CH3:26])([CH3:25])[CH3:24]. (4) Reactant: Cl[CH2:2][CH2:3][NH:4][CH2:5][C:6]1[NH:7][C:8](=[O:20])[C:9]2[NH:14][N:13]=[C:12]([CH:15]3[CH2:19][CH2:18][CH2:17][CH2:16]3)[C:10]=2[N:11]=1.C(=O)([O-])[O-].[Cs+].[Cs+]. Product: [CH:15]1([C:12]2[C:10]3[N:11]=[C:6]4[CH2:5][NH:4][CH2:3][CH2:2][N:7]4[C:8](=[O:20])[C:9]=3[NH:14][N:13]=2)[CH2:19][CH2:18][CH2:17][CH2:16]1. The catalyst class is: 12. (5) Product: [CH3:22][O:21][C:18]1[CH:19]=[CH:20][C:15]([C:8]2[CH:9]=[CH:10][CH:11]=[C:12]([CH2:13][Cl:3])[C:7]=2[CH2:5][CH3:6])=[CH:16][CH:17]=1. Reactant: S(Cl)([Cl:3])=O.[CH2:5]([C:7]1[C:12]([CH2:13]O)=[CH:11][CH:10]=[CH:9][C:8]=1[C:15]1[CH:20]=[CH:19][C:18]([O:21][CH3:22])=[CH:17][CH:16]=1)[CH3:6]. The catalyst class is: 2. (6) Reactant: [CH3:1][C:2]([O:5][C:6]([N:8]1[CH2:13][CH2:12][CH2:11][CH2:10][C@H:9]1[CH2:14][C:15]([OH:17])=[O:16])=[O:7])([CH3:4])[CH3:3].[CH3:18]CN(C(C)C)C(C)C.CN(C(ON1N=NC2C=CC=CC1=2)=[N+](C)C)C.[B-](F)(F)(F)F.CO. Product: [CH3:18][O:16][C:15](=[O:17])[CH2:14][C@@H:9]1[CH2:10][CH2:11][CH2:12][CH2:13][N:8]1[C:6]([O:5][C:2]([CH3:1])([CH3:3])[CH3:4])=[O:7]. The catalyst class is: 650.